Dataset: NCI-60 drug combinations with 297,098 pairs across 59 cell lines. Task: Regression. Given two drug SMILES strings and cell line genomic features, predict the synergy score measuring deviation from expected non-interaction effect. (1) Drug 1: C1=NC2=C(N=C(N=C2N1C3C(C(C(O3)CO)O)F)Cl)N. Drug 2: CC1C(C(CC(O1)OC2CC(CC3=C2C(=C4C(=C3O)C(=O)C5=CC=CC=C5C4=O)O)(C(=O)C)O)N)O. Cell line: LOX IMVI. Synergy scores: CSS=44.9, Synergy_ZIP=-3.60, Synergy_Bliss=-2.80, Synergy_Loewe=-7.33, Synergy_HSA=0.734. (2) Drug 1: CC1CCC2CC(C(=CC=CC=CC(CC(C(=O)C(C(C(=CC(C(=O)CC(OC(=O)C3CCCCN3C(=O)C(=O)C1(O2)O)C(C)CC4CCC(C(C4)OC)O)C)C)O)OC)C)C)C)OC. Drug 2: C1CNP(=O)(OC1)N(CCCl)CCCl. Cell line: M14. Synergy scores: CSS=8.69, Synergy_ZIP=-2.84, Synergy_Bliss=-0.339, Synergy_Loewe=-15.2, Synergy_HSA=-2.21. (3) Drug 1: CC(C)(C#N)C1=CC(=CC(=C1)CN2C=NC=N2)C(C)(C)C#N. Synergy scores: CSS=-4.93, Synergy_ZIP=0.0345, Synergy_Bliss=-3.08, Synergy_Loewe=-7.04, Synergy_HSA=-7.04. Cell line: ACHN. Drug 2: C1CNP(=O)(OC1)N(CCCl)CCCl.